Dataset: Full USPTO retrosynthesis dataset with 1.9M reactions from patents (1976-2016). Task: Predict the reactants needed to synthesize the given product. Given the product [N+:23]([C:18]1[CH:19]=[CH:20][CH:21]=[CH:22][C:17]=1[NH:1][C:2]1[C:3]2[C:8]([N:9]=[C:10]3[C:15]=1[CH:14]=[CH:13][CH:12]=[CH:11]3)=[CH:7][CH:6]=[CH:5][CH:4]=2)([O-:25])=[O:24], predict the reactants needed to synthesize it. The reactants are: [NH2:1][C:2]1[C:3]2[C:8]([N:9]=[C:10]3[C:15]=1[CH:14]=[CH:13][CH:12]=[CH:11]3)=[CH:7][CH:6]=[CH:5][CH:4]=2.Br[C:17]1[CH:22]=[CH:21][CH:20]=[CH:19][C:18]=1[N+:23]([O-:25])=[O:24].O.